Dataset: Retrosynthesis with 50K atom-mapped reactions and 10 reaction types from USPTO. Task: Predict the reactants needed to synthesize the given product. (1) The reactants are: CN1CCN(C=C2SC(=O)NC2=O)CC1.ClCCCCSc1cccc2nccn12. Given the product CN1CCN(C=C2SC(=O)N(CCCCSc3cccc4nccn34)C2=O)CC1, predict the reactants needed to synthesize it. (2) Given the product Cc1nn(-c2ccccn2)c2[nH]c3ccc(C(=O)O)cc3c(=O)c12, predict the reactants needed to synthesize it. The reactants are: COC(=O)c1ccc2[nH]c3c(c(C)nn3-c3ccccn3)c(=O)c2c1. (3) Given the product C[C@@H]1CN(c2cc3c(cn2)OCC(=O)N3)[C@H](c2ccccc2)CO1, predict the reactants needed to synthesize it. The reactants are: C[C@@H]1CN[C@H](c2ccccc2)CO1.O=C1COc2cnc(Cl)cc2N1. (4) Given the product O=c1c2sccc2nc(CCc2ccccn2)n1-c1ccccc1Cl, predict the reactants needed to synthesize it. The reactants are: O=c1c2sccc2nc(C=Cc2ccccn2)n1-c1ccccc1Cl. (5) Given the product O=C(N1CCC(CCO)CC1)C(F)(F)F, predict the reactants needed to synthesize it. The reactants are: O=C(OC(=O)C(F)(F)F)C(F)(F)F.OCCC1CCNCC1. (6) The reactants are: CC(C)(C)OC(=O)N1CCC([C@H]2Cc3cc(Cl)ncc3O2)CC1.CC1(C)OB(C2=CCN(S(C)(=O)=O)CC2)OC1(C)C. Given the product CC(C)(C)OC(=O)N1CCC([C@H]2Cc3cc(C4=CCN(S(C)(=O)=O)CC4)ncc3O2)CC1, predict the reactants needed to synthesize it. (7) Given the product CC(C)N1CCC(Oc2ccc(C3CCN(C(=O)c4ccc(F)cc4)CC3)cc2)CC1, predict the reactants needed to synthesize it. The reactants are: CC(C)N1CCC(Oc2ccc(C3CCNCC3)cc2)CC1.O=C(O)c1ccc(F)cc1. (8) The reactants are: Brc1cc2c(Nc3ccc4[nH]ncc4c3)ncnc2[nH]1.C=C(C)B1OC(C)(C)C(C)(C)O1. Given the product C=C(C)c1cc2c(Nc3ccc4[nH]ncc4c3)ncnc2[nH]1, predict the reactants needed to synthesize it. (9) Given the product Nc1ccccc1-c1cnco1, predict the reactants needed to synthesize it. The reactants are: O=[N+]([O-])c1ccccc1-c1cnco1.